This data is from Forward reaction prediction with 1.9M reactions from USPTO patents (1976-2016). The task is: Predict the product of the given reaction. Given the reactants S(=O)(=O)(O)[OH:2].[CH2:6]([CH:9]1[CH2:14][CH2:13][CH:12]([CH2:15][OH:16])[CH2:11][CH2:10]1)[C:7]#[CH:8], predict the reaction product. The product is: [CH2:6]([CH:9]1[CH2:14][CH2:13][CH:12]([C:15]([OH:2])=[O:16])[CH2:11][CH2:10]1)[C:7]#[CH:8].